This data is from Full USPTO retrosynthesis dataset with 1.9M reactions from patents (1976-2016). The task is: Predict the reactants needed to synthesize the given product. (1) Given the product [ClH:20].[ClH:19].[N:25]1[CH:26]=[CH:27][C:22]([CH2:21][O:11][C:8]2[CH:7]=[CH:6][C:5]([NH2:4])=[CH:10][CH:9]=2)=[CH:23][CH:24]=1, predict the reactants needed to synthesize it. The reactants are: C([NH:4][C:5]1[CH:10]=[CH:9][C:8]([OH:11])=[CH:7][CH:6]=1)(=O)C.[OH-].[K+].CN(C)C=O.[ClH:19].[Cl:20][CH2:21][C:22]1[CH:27]=[CH:26][N:25]=[CH:24][CH:23]=1. (2) Given the product [CH2:11]([N:21]([CH2:22][CH:23]1[CH2:28][CH2:27][CH2:26][CH2:25][CH2:24]1)[CH3:20])[C:5]1[CH:10]=[CH:9][CH:8]=[CH:7][CH:6]=1, predict the reactants needed to synthesize it. The reactants are: S(=O)(O)O.[CH:5]1([CH:11]=O)[CH2:10][CH2:9][CH2:8][CH2:7][CH2:6]1.CCN(CC)CC.[CH3:20][NH:21][CH2:22][C:23]1[CH:28]=[CH:27][CH:26]=[CH:25][CH:24]=1.[BH-](OC(C)=O)(OC(C)=O)OC(C)=O.[Na+]. (3) Given the product [F:1][C:2]1[C:3]([NH:16][C:17]2[CH:22]=[C:34]([NH:29][C:30](=[O:45])[CH:31]([OH:32])[CH2:36][OH:38])[CH:33]=[CH:19][CH:18]=2)=[N:4][C:5]([NH:8][C:9]2[CH:10]=[CH:11][C:12]([OH:15])=[CH:13][CH:14]=2)=[N:6][CH:7]=1, predict the reactants needed to synthesize it. The reactants are: [F:1][C:2]1[C:3]([NH:16][C:17]2[CH:18]=[C:19](NC(=O)C=C)C=C[CH:22]=2)=[N:4][C:5]([NH:8][C:9]2[CH:14]=[CH:13][C:12]([OH:15])=[CH:11][CH:10]=2)=[N:6][CH:7]=1.C[N+:29]1([O-])[CH2:34][CH2:33][O:32][CH2:31][CH2:30]1.[C:36](OCC)(=[O:38])C.C1C[O:45]CC1. (4) The reactants are: O(C[C@H:10]([OH:12])C)[Si](C(C)(C)C)(C)C.N[C:14]1C=CN(C)N=1.[CH3:20][O:21][C:22](=[O:42])[C:23]1[CH:28]=[C:27]([OH:29])[CH:26]=[C:25]([O:30][C:31]2[CH:36]=[CH:35][C:34]([C:37](=[O:41])[N:38]([CH3:40])[CH3:39])=[CH:33][CH:32]=2)[CH:24]=1. Given the product [CH3:20][O:21][C:22](=[O:42])[C:23]1[CH:28]=[C:27]([O:29][CH2:14][O:12][CH3:10])[CH:26]=[C:25]([O:30][C:31]2[CH:32]=[CH:33][C:34]([C:37](=[O:41])[N:38]([CH3:39])[CH3:40])=[CH:35][CH:36]=2)[CH:24]=1, predict the reactants needed to synthesize it. (5) Given the product [CH2:55]([NH:54][C:32](=[O:33])[C:31]1[CH:35]=[CH:36][C:28]([NH:27][C:25](=[O:26])[NH:24][C:21]2[CH:22]=[CH:23][C:18]([C:9]3[N:10]=[C:11]([N:12]4[CH2:13][CH2:14][O:15][CH2:16][CH2:17]4)[C:6]4[N:5]=[N:4][N:3]([CH2:1][CH3:2])[C:7]=4[N:8]=3)=[CH:19][CH:20]=2)=[CH:29][CH:30]=1)[CH2:56][CH2:57][CH3:58], predict the reactants needed to synthesize it. The reactants are: [CH2:1]([N:3]1[C:7]2[N:8]=[C:9]([C:18]3[CH:23]=[CH:22][C:21]([NH:24][C:25]([NH:27][C:28]4[CH:36]=[CH:35][C:31]([C:32](O)=[O:33])=[CH:30][CH:29]=4)=[O:26])=[CH:20][CH:19]=3)[N:10]=[C:11]([N:12]3[CH2:17][CH2:16][O:15][CH2:14][CH2:13]3)[C:6]=2[N:5]=[N:4]1)[CH3:2].CCN(C(C)C)C(C)C.CN(C(O[N:54]1N=N[C:56]2[CH:57]=[CH:58]C=C[C:55]1=2)=[N+](C)C)C.F[P-](F)(F)(F)(F)F.C(N)CCC. (6) Given the product [OH:12][CH:11]([C:13]1[CH:14]=[C:15]([CH:18]=[CH:19][CH:20]=1)[C:16]#[N:17])[CH:1]([CH3:3])[CH3:2], predict the reactants needed to synthesize it. The reactants are: [CH:1]([Mg]Br)([CH3:3])[CH3:2].C(OCC)C.[CH:11]([C:13]1[CH:14]=[C:15]([CH:18]=[CH:19][CH:20]=1)[C:16]#[N:17])=[O:12].